From a dataset of Full USPTO retrosynthesis dataset with 1.9M reactions from patents (1976-2016). Predict the reactants needed to synthesize the given product. (1) Given the product [Br:7][C:8]1[CH:9]=[C:10]2[C:20](=[CH:21][CH:22]=1)[O:19][C:13]1([CH2:18][CH2:17][CH2:16][O:15][CH2:14]1)[CH2:12][C:11]12[NH:4][C:3](=[S:5])[C:2]([CH3:6])=[N:23]1, predict the reactants needed to synthesize it. The reactants are: O=[C:2]([CH3:6])[C:3](=[S:5])[NH2:4].[Br:7][C:8]1[CH:9]=[C:10]2[C:20](=[CH:21][CH:22]=1)[O:19][C:13]1([CH2:18][CH2:17][CH2:16][O:15][CH2:14]1)[CH2:12][C:11]2=[NH:23]. (2) Given the product [CH2:1]([C:8]1[CH:9]=[N:10][C:11]2[C:16]([C:17]=1[C:18]1[CH:19]=[C:20]([CH:23]=[CH:24][CH:25]=1)[CH2:21][NH:30][C:31]1[C:39]([CH3:40])=[CH:38][C:34]([C:35]([OH:37])=[O:36])=[C:33]([CH3:41])[CH:32]=1)=[CH:15][CH:14]=[CH:13][C:12]=2[C:26]([F:29])([F:28])[F:27])[C:2]1[CH:3]=[CH:4][CH:5]=[CH:6][CH:7]=1, predict the reactants needed to synthesize it. The reactants are: [CH2:1]([C:8]1[CH:9]=[N:10][C:11]2[C:16]([C:17]=1[C:18]1[CH:19]=[C:20]([CH:23]=[CH:24][CH:25]=1)[CH:21]=O)=[CH:15][CH:14]=[CH:13][C:12]=2[C:26]([F:29])([F:28])[F:27])[C:2]1[CH:7]=[CH:6][CH:5]=[CH:4][CH:3]=1.[NH2:30][C:31]1[C:39]([CH3:40])=[CH:38][C:34]([C:35]([OH:37])=[O:36])=[C:33]([CH3:41])[CH:32]=1. (3) The reactants are: [CH2:1]([C:3]1[CH:8]=[CH:7][C:6]([C@H:9]2[CH2:14][CH2:13][C@H:12]([CH:15]3[CH2:18][CH2:17][O:16]3)[CH2:11][CH2:10]2)=[CH:5][CH:4]=1)[CH3:2].[C:19]([O:25][C:26]([CH3:29])([CH3:28])[CH3:27])(=[O:24])[CH2:20][CH2:21][CH2:22][CH3:23]. Given the product [CH2:21]([CH:20]([CH2:17][CH2:18][CH:15]([OH:16])[C@H:12]1[CH2:11][CH2:10][C@H:9]([C:6]2[CH:5]=[CH:4][C:3]([CH2:1][CH3:2])=[CH:8][CH:7]=2)[CH2:14][CH2:13]1)[C:19]([O:25][C:26]([CH3:28])([CH3:27])[CH3:29])=[O:24])[CH2:22][CH3:23], predict the reactants needed to synthesize it. (4) Given the product [Cl:1][C:2]1[C:3]([C:22]2[C:27]([CH3:28])=[CH:26][C:25]([CH3:29])=[CH:24][N:23]=2)=[CH:4][C:5]([N:8]2[CH2:9][CH2:10][C:11]3[N:12]=[C:13]([S:20][CH3:21])[N:14]=[CH:15][C:16]=3[CH:17]2[CH3:18])=[N:6][CH:7]=1, predict the reactants needed to synthesize it. The reactants are: [Cl:1][C:2]1[C:3]([C:22]2[C:27]([CH3:28])=[CH:26][C:25]([CH3:29])=[CH:24][N:23]=2)=[CH:4][C:5]([NH:8][CH2:9][CH2:10][C:11]2[C:16]([C:17](=O)[CH3:18])=[CH:15][N:14]=[C:13]([S:20][CH3:21])[N:12]=2)=[N:6][CH:7]=1.[BH-](OC(C)=O)(OC(C)=O)OC(C)=O.[Na+]. (5) Given the product [Br:8][C:9]1[CH:14]=[CH:13][C:12]([C:15]([F:17])([F:16])[F:18])=[CH:11][C:10]=1[S:19]([N:5]1[CH2:6][CH2:7][N:2]([CH3:1])[CH2:3][CH2:4]1)(=[O:21])=[O:20], predict the reactants needed to synthesize it. The reactants are: [CH3:1][N:2]1[CH2:7][CH2:6][NH:5][CH2:4][CH2:3]1.[Br:8][C:9]1[CH:14]=[CH:13][C:12]([C:15]([F:18])([F:17])[F:16])=[CH:11][C:10]=1[S:19](Cl)(=[O:21])=[O:20]. (6) Given the product [NH2:12][C:13]1[CH:21]=[CH:20][CH:19]=[CH:18][C:14]=1[C:15]([NH:11][C:8]1[CH:7]=[CH:6][C:5]([C:1]([CH3:4])([CH3:2])[CH3:3])=[CH:10][CH:9]=1)=[O:16], predict the reactants needed to synthesize it. The reactants are: [C:1]([C:5]1[CH:10]=[CH:9][C:8]([NH2:11])=[CH:7][CH:6]=1)([CH3:4])([CH3:3])[CH3:2].[NH2:12][C:13]1[CH:21]=[CH:20][CH:19]=[CH:18][C:14]=1[C:15](O)=[O:16].CN(C(ON1N=NC2C=CC=CC1=2)=[N+](C)C)C.[B-](F)(F)(F)F.CCN(C(C)C)C(C)C. (7) Given the product [OH:15][CH2:14][CH2:13][CH2:12][C:10]1[S:11][C:7]([C:5]([O:4][CH:1]([CH3:3])[CH3:2])=[O:6])=[CH:8][CH:9]=1, predict the reactants needed to synthesize it. The reactants are: [CH:1]([O:4][C:5]([C:7]1[S:11][C:10]([CH2:12][CH2:13][C:14](O)=[O:15])=[CH:9][CH:8]=1)=[O:6])([CH3:3])[CH3:2]. (8) Given the product [N+:39]([C:42]1[CH:47]=[CH:46][C:45]([O:11][CH2:12][CH2:13][O:14][CH2:15][CH2:16][O:17][CH2:18][CH2:19][O:20][CH2:21][CH2:22][O:23][CH2:24][CH2:25][O:26][CH:27]2[CH2:32][CH2:31][CH2:30][CH2:29][O:28]2)=[CH:44][CH:43]=1)([O-:41])=[O:40], predict the reactants needed to synthesize it. The reactants are: CC1C=CC(S([O:11][CH2:12][CH2:13][O:14][CH2:15][CH2:16][O:17][CH2:18][CH2:19][O:20][CH2:21][CH2:22][O:23][CH2:24][CH2:25][O:26][CH:27]2[CH2:32][CH2:31][CH2:30][CH2:29][O:28]2)(=O)=O)=CC=1.C([O-])([O-])=O.[K+].[K+].[N+:39]([C:42]1[CH:47]=[CH:46][C:45](O)=[CH:44][CH:43]=1)([O-:41])=[O:40]. (9) Given the product [C:34]([O:33][C:31]([N:27]1[CH2:28][CH2:29][CH2:30][C:25]2([CH:16]([C:15]3[CH:18]=[CH:19][C:12]([F:11])=[CH:13][CH:14]=3)[NH:6][C:23]2=[O:22])[CH2:26]1)=[O:32])([CH3:37])([CH3:36])[CH3:35], predict the reactants needed to synthesize it. The reactants are: [Li+].C[Si]([N-:6][Si](C)(C)C)(C)C.[F:11][C:12]1[CH:19]=[CH:18][C:15]([CH:16]=O)=[CH:14][CH:13]=1.C([O:22][C:23]([CH:25]1[CH2:30][CH2:29][CH2:28][N:27]([C:31]([O:33][C:34]([CH3:37])([CH3:36])[CH3:35])=[O:32])[CH2:26]1)=O)C. (10) Given the product [CH3:23][O:5][C:4](=[O:6])[C:3]1[CH:7]=[C:8]([NH:11][S:12]([CH2:15][CH2:16][CH3:17])(=[O:14])=[O:13])[CH:9]=[CH:10][C:2]=1[F:1], predict the reactants needed to synthesize it. The reactants are: [F:1][C:2]1[CH:10]=[CH:9][C:8]([NH:11][S:12]([CH2:15][CH2:16][CH3:17])(=[O:14])=[O:13])=[CH:7][C:3]=1[C:4]([OH:6])=[O:5].S(=O)(=O)(O)O.[CH3:23]O.